Task: Regression. Given two drug SMILES strings and cell line genomic features, predict the synergy score measuring deviation from expected non-interaction effect.. Dataset: NCI-60 drug combinations with 297,098 pairs across 59 cell lines (1) Drug 1: CC1OCC2C(O1)C(C(C(O2)OC3C4COC(=O)C4C(C5=CC6=C(C=C35)OCO6)C7=CC(=C(C(=C7)OC)O)OC)O)O. Drug 2: CC1CCCC2(C(O2)CC(NC(=O)CC(C(C(=O)C(C1O)C)(C)C)O)C(=CC3=CSC(=N3)C)C)C. Cell line: NCI-H226. Synergy scores: CSS=17.1, Synergy_ZIP=-2.38, Synergy_Bliss=4.28, Synergy_Loewe=4.44, Synergy_HSA=4.48. (2) Drug 1: CN1C2=C(C=C(C=C2)N(CCCl)CCCl)N=C1CCCC(=O)O.Cl. Drug 2: N.N.Cl[Pt+2]Cl. Cell line: CAKI-1. Synergy scores: CSS=29.3, Synergy_ZIP=-8.71, Synergy_Bliss=-0.179, Synergy_Loewe=-9.69, Synergy_HSA=0.748. (3) Drug 1: C1=CC(=CC=C1CCC2=CNC3=C2C(=O)NC(=N3)N)C(=O)NC(CCC(=O)O)C(=O)O. Drug 2: C#CCC(CC1=CN=C2C(=N1)C(=NC(=N2)N)N)C3=CC=C(C=C3)C(=O)NC(CCC(=O)O)C(=O)O. Cell line: A498. Synergy scores: CSS=9.74, Synergy_ZIP=-3.80, Synergy_Bliss=-6.86, Synergy_Loewe=-5.56, Synergy_HSA=-5.20. (4) Drug 1: C1=C(C(=O)NC(=O)N1)N(CCCl)CCCl. Cell line: NCI-H460. Synergy scores: CSS=13.2, Synergy_ZIP=-3.10, Synergy_Bliss=-6.15, Synergy_Loewe=-6.12, Synergy_HSA=-6.35. Drug 2: C#CCC(CC1=CN=C2C(=N1)C(=NC(=N2)N)N)C3=CC=C(C=C3)C(=O)NC(CCC(=O)O)C(=O)O. (5) Drug 1: CCCCCOC(=O)NC1=NC(=O)N(C=C1F)C2C(C(C(O2)C)O)O. Drug 2: CC1C(C(CC(O1)OC2CC(CC3=C2C(=C4C(=C3O)C(=O)C5=CC=CC=C5C4=O)O)(C(=O)C)O)N)O. Cell line: A498. Synergy scores: CSS=66.8, Synergy_ZIP=-1.28, Synergy_Bliss=-0.160, Synergy_Loewe=-46.7, Synergy_HSA=2.33.